Predict the reactants needed to synthesize the given product. From a dataset of Full USPTO retrosynthesis dataset with 1.9M reactions from patents (1976-2016). (1) Given the product [CH2:22]([N:20]([CH3:21])[C@@H:8]1[C:9]2=[CH:17][C:16]3[CH:15]=[C:14]([Br:18])[CH:13]=[CH:12][C:11]=3[N:10]2[CH2:19][C@@H:7]1[CH2:6][NH:54][C:64](=[O:66])[O:63][C:59]([CH3:62])([CH3:61])[CH3:60])[C:23]1[CH:28]=[CH:27][CH:26]=[CH:25][CH:24]=1, predict the reactants needed to synthesize it. The reactants are: CS(O[CH2:6][C@H:7]1[CH2:19][N:10]2[C:11]3[CH:12]=[CH:13][C:14]([Br:18])=[CH:15][C:16]=3[CH:17]=[C:9]2[C@H:8]1[N:20]([CH2:22][C:23]1[CH:28]=[CH:27][CH:26]=[CH:25][CH:24]=1)[CH3:21])(=O)=O.[N-]=[N+]=[N-].[Na+].C1(P(C2C=CC=CC=2)C2C=CC=CC=2)C=CC=CC=1.C([N:54](CC)CC)C.[C:59]([O:63][C:64]([O:66]C(OC(C)(C)C)=O)=O)([CH3:62])([CH3:61])[CH3:60]. (2) Given the product [F:1][C:2]1[CH:3]=[C:4]2[C:9](=[CH:10][CH:11]=1)[N:8]=[C:7]([CH2:12][O:13][C:14]1[CH:19]=[CH:18][C:17]([C:20](=[O:22])[CH3:21])=[C:16]([C:23]3([C:28]4[CH:29]=[CH:30][CH:31]=[CH:32][CH:33]=4)[CH2:24][CH:25]([CH3:27])[CH2:26]3)[CH:15]=1)[CH:6]=[CH:5]2, predict the reactants needed to synthesize it. The reactants are: [F:1][C:2]1[CH:3]=[C:4]2[C:9](=[CH:10][CH:11]=1)[N:8]=[C:7]([CH2:12][O:13][C:14]1[CH:19]=[CH:18][C:17]([CH:20]([OH:22])[CH3:21])=[C:16]([C:23]3([C:28]4[CH:33]=[CH:32][CH:31]=[CH:30][CH:29]=4)[CH2:26][CH:25]([CH3:27])[CH2:24]3)[CH:15]=1)[CH:6]=[CH:5]2. (3) Given the product [CH2:9]([NH:8][CH2:14][C:15]([N:17]1[CH2:36][CH2:35][C:20]2[N:21]=[C:22]([NH:25][CH:26]3[CH2:27][C:28]4[C:33](=[CH:32][CH:31]=[CH:30][CH:29]=4)[CH2:34]3)[N:23]=[CH:24][C:19]=2[CH2:18]1)=[O:16])[CH2:10][C:11]#[CH:12], predict the reactants needed to synthesize it. The reactants are: C(N(CC)CC)C.[NH2:8][CH2:9][CH2:10][C:11]#[CH:12].Cl[CH2:14][C:15]([N:17]1[CH2:36][CH2:35][C:20]2[N:21]=[C:22]([NH:25][CH:26]3[CH2:34][C:33]4[C:28](=[CH:29][CH:30]=[CH:31][CH:32]=4)[CH2:27]3)[N:23]=[CH:24][C:19]=2[CH2:18]1)=[O:16]. (4) Given the product [CH3:1][CH:2]1[N:4]([C:12]([C:11]2[CH:15]=[CH:16][C:8]([Cl:7])=[CH:9][CH:10]=2)=[O:13])[CH2:3]1, predict the reactants needed to synthesize it. The reactants are: [CH3:1][CH:2]1[NH:4][CH2:3]1.[OH-].[Na+].[Cl:7][C:8]1[CH:16]=[CH:15][C:11]([C:12](Cl)=[O:13])=[CH:10][CH:9]=1. (5) Given the product [CH2:36]([O:38][CH:4]([N:7]1[CH:11]=[C:10]([C:12]2[CH:35]=[CH:34][C:15]3[N:16]([C:19]4[CH:20]=[C:21]([NH:25][C:26]([NH:28][CH2:29][C:30]([F:32])([F:31])[F:33])=[O:27])[CH:22]=[CH:23][CH:24]=4)[CH:17]=[N:18][C:14]=3[CH:13]=2)[CH:9]=[N:8]1)[CH3:3])[CH3:37], predict the reactants needed to synthesize it. The reactants are: N1CC[CH:4]([N:7]2[CH:11]=[C:10]([C:12]3[CH:35]=[CH:34][C:15]4[N:16]([C:19]5[CH:20]=[C:21]([NH:25][C:26]([NH:28][CH2:29][C:30]([F:33])([F:32])[F:31])=[O:27])[CH:22]=[CH:23][CH:24]=5)[CH:17]=[N:18][C:14]=4[CH:13]=3)[CH:9]=[N:8]2)[CH2:3]C1.[CH2:36]([O:38]C(N1C=C(B2OC(C)(C)C(C)(C)O2)C=N1)C)[CH3:37]. (6) The reactants are: Cl.Cl.[NH2:3][CH2:4][CH2:5][N:6]1[C:14]2[C:13]([NH:15][C:16]3[CH:21]=[CH:20][C:19]([O:22][C:23]4[C:28]5[CH:29]=[N:30][S:31][C:27]=5[CH:26]=[CH:25][CH:24]=4)=[C:18]([Cl:32])[CH:17]=3)=[N:12][CH:11]=[N:10][C:9]=2[CH:8]=[CH:7]1.[C:33]([C:35]1([C:38](O)=[O:39])[CH2:37][CH2:36]1)#[N:34].ON1C2C=CC=CC=2N=N1.Cl.C(N=C=NCCCN(C)C)C. Given the product [S:31]1[C:27]2[CH:26]=[CH:25][CH:24]=[C:23]([O:22][C:19]3[CH:20]=[CH:21][C:16]([NH:15][C:13]4[C:14]5[N:6]([CH2:5][CH2:4][NH:3][C:38]([C:35]6([C:33]#[N:34])[CH2:37][CH2:36]6)=[O:39])[CH:7]=[CH:8][C:9]=5[N:10]=[CH:11][N:12]=4)=[CH:17][C:18]=3[Cl:32])[C:28]=2[CH:29]=[N:30]1, predict the reactants needed to synthesize it.